Dataset: Full USPTO retrosynthesis dataset with 1.9M reactions from patents (1976-2016). Task: Predict the reactants needed to synthesize the given product. (1) Given the product [Br:15][C:7]1[N:6]([CH2:1][CH2:2][CH2:3][CH2:4][CH3:5])[CH:10]=[C:9]([C:11]([O:13][CH3:14])=[O:12])[N:8]=1, predict the reactants needed to synthesize it. The reactants are: [CH2:1]([N:6]1[CH:10]=[C:9]([C:11]([O:13][CH3:14])=[O:12])[N:8]=[CH:7]1)[CH2:2][CH2:3][CH2:4][CH3:5].[Br:15]NC(=O)CCC(N)=O. (2) Given the product [Cl:1][C:2]1[CH:7]=[CH:6][C:5](/[CH:8]=[CH:9]\[CH:15]([S:16][CH:8](/[CH:9]=[CH:8]\[C:5]2[CH:6]=[CH:7][C:2]([Cl:1])=[CH:3][CH:4]=2)[C:5]2[CH:6]=[CH:7][C:2]([Cl:1])=[CH:3][CH:4]=2)[C:14]2[CH:17]=[CH:18][C:11]([Cl:10])=[CH:12][CH:13]=2)=[CH:4][CH:3]=1, predict the reactants needed to synthesize it. The reactants are: [Cl:1][C:2]1[CH:7]=[CH:6][C:5]([C:8]#[CH:9])=[CH:4][CH:3]=1.[Cl:10][C:11]1[CH:18]=[CH:17][C:14]([CH2:15][SH:16])=[CH:13][CH:12]=1.[Na].